From a dataset of Catalyst prediction with 721,799 reactions and 888 catalyst types from USPTO. Predict which catalyst facilitates the given reaction. (1) Product: [CH3:42][C:5]([O:7][C:8]1[CH:13]=[CH:12][C:11]([CH2:14][N:15]([C:25]2[S:29][C:28]([C:30]3[CH:31]=[CH:32][C:33]([C:36]([F:38])([F:39])[F:37])=[CH:34][CH:35]=3)=[N:27][C:26]=2[CH3:40])[CH2:16][C:17]2[CH:22]=[CH:21][CH:20]=[C:19]([O:23][CH3:24])[CH:18]=2)=[CH:10][C:9]=1[CH3:41])([CH3:6])[C:4]([OH:43])=[O:3]. The catalyst class is: 14. Reactant: C([O:3][C:4](=[O:43])[C:5]([CH3:42])([O:7][C:8]1[CH:13]=[CH:12][C:11]([CH2:14][N:15]([C:25]2[S:29][C:28]([C:30]3[CH:35]=[CH:34][C:33]([C:36]([F:39])([F:38])[F:37])=[CH:32][CH:31]=3)=[N:27][C:26]=2[CH3:40])[CH2:16][C:17]2[CH:22]=[CH:21][CH:20]=[C:19]([O:23][CH3:24])[CH:18]=2)=[CH:10][C:9]=1[CH3:41])[CH3:6])C.[OH-].[Na+]. (2) Reactant: [CH3:1][C:2]([CH3:26])=[CH:3][CH2:4][C:5]1[C:6]([OH:25])=[CH:7][C:8]([O:23][CH3:24])=[C:9]([C:12](/[CH:14]=[CH:15]/[C:16]2[CH:17]=[CH:18][C:19]([OH:22])=[CH:20][CH:21]=2)=[O:13])[C:10]=1[OH:11].COC(=O)/C=C/C1C=CC(O)=C(O)C=1.C([O-])(=O)C.[Na+]. Product: [CH3:1][C:2]([CH3:26])=[CH:3][CH2:4][C:5]1[C:6]([OH:25])=[CH:7][C:8]([O:23][CH3:24])=[C:9]2[C:12](=[O:13])[CH2:14][CH:15]([C:16]3[CH:17]=[CH:18][C:19]([OH:22])=[CH:20][CH:21]=3)[O:11][C:10]=12. The catalyst class is: 16. (3) Reactant: [CH3:1][C:2]1([CH3:40])[CH2:13][C:12]2[CH:11]=[C:10]3[N:5]([CH2:6][CH2:7][N:8]([C:15]4[C:20]([CH:21]=[O:22])=[C:19]([C:23]5[CH:28]=[C:27]([NH:29][C:30]6[CH:35]=[C:34]([CH3:36])[N:33]=[C:32]([CH3:37])[N:31]=6)[C:26](=[O:38])[N:25]([CH3:39])[CH:24]=5)[CH:18]=[CH:17][N:16]=4)[C:9]3=[O:14])[C:4]=2[CH2:3]1.[BH4-].[Na+]. Product: [CH3:37][C:32]1[N:31]=[C:30]([NH:29][C:27]2[C:26](=[O:38])[N:25]([CH3:39])[CH:24]=[C:23]([C:19]3[CH:18]=[CH:17][N:16]=[C:15]([N:8]4[CH2:7][CH2:6][N:5]5[C:4]6[CH2:3][C:2]([CH3:40])([CH3:1])[CH2:13][C:12]=6[CH:11]=[C:10]5[C:9]4=[O:14])[C:20]=3[CH2:21][OH:22])[CH:28]=2)[CH:35]=[C:34]([CH3:36])[N:33]=1. The catalyst class is: 5.